From a dataset of Full USPTO retrosynthesis dataset with 1.9M reactions from patents (1976-2016). Predict the reactants needed to synthesize the given product. Given the product [C:1]([NH:5][C:6]([N:8]1[CH2:13][CH2:12][N:11]2[N:14]=[C:15]([I:22])[C:16]([C:17]([OH:19])=[O:18])=[C:10]2[CH2:9]1)=[O:7])([CH3:4])([CH3:2])[CH3:3], predict the reactants needed to synthesize it. The reactants are: [C:1]([NH:5][C:6]([N:8]1[CH2:13][CH2:12][N:11]2[N:14]=[C:15]([I:22])[C:16]([C:17]([O:19]CC)=[O:18])=[C:10]2[CH2:9]1)=[O:7])([CH3:4])([CH3:3])[CH3:2].[OH-].[Li+].